Dataset: Catalyst prediction with 721,799 reactions and 888 catalyst types from USPTO. Task: Predict which catalyst facilitates the given reaction. (1) Reactant: Cl[C:2]1[N:11]=[CH:10][C:9]2[N:8]([CH3:12])[C:7](=[O:13])[C:6]([CH2:16][CH3:17])([CH2:14][CH3:15])[N:5]([CH:18]3[CH2:22][CH2:21][CH2:20][CH2:19]3)[C:4]=2[N:3]=1.C[CH:24]1[CH2:28][C:27]2=[C:29]([C:34]([OH:36])=[O:35])[CH:30]=[CH:31][C:32]([NH2:33])=[C:26]2[O:25]1.Cl. Product: [CH:18]1([N:5]2[C:4]3[N:3]=[C:2]([NH:33][C:32]4[CH:31]=[CH:30][C:29]([C:34]([OH:36])=[O:35])=[C:27]5[C:26]=4[O:25][CH2:24][CH2:28]5)[N:11]=[CH:10][C:9]=3[N:8]([CH3:12])[C:7](=[O:13])[C:6]2([CH2:16][CH3:17])[CH2:14][CH3:15])[CH2:22][CH2:21][CH2:20][CH2:19]1. The catalyst class is: 40. (2) Product: [NH2:8][C@H:9]([C:10]([N:55]1[C@H:54]([C:59](=[O:60])[NH:61][C@H:62]2[C:71]3[C:66](=[CH:67][CH:68]=[CH:69][CH:70]=3)[CH2:65][CH2:64][CH2:63]2)[CH2:53][C:52]2[C:57](=[CH:58][C:49]([N+:46]([O-:48])=[O:47])=[CH:50][CH:51]=2)[CH2:56]1)=[O:12])[C:13]([S:16][CH2:17][C:18]([O:20][CH3:21])=[O:19])([CH3:14])[CH3:15]. Reactant: C(OC([NH:8][C@@H:9]([C:13]([S:16][CH2:17][C:18]([O:20][CH3:21])=[O:19])([CH3:15])[CH3:14])[C:10]([OH:12])=O)=O)(C)(C)C.CN(C(ON1N=NC2C=CC=NC1=2)=[N+](C)C)C.F[P-](F)(F)(F)(F)F.[N+:46]([C:49]1[CH:58]=[C:57]2[C:52]([CH2:53][C@@H:54]([C:59]([NH:61][C@H:62]3[C:71]4[C:66](=[CH:67][CH:68]=[CH:69][CH:70]=4)[CH2:65][CH2:64][CH2:63]3)=[O:60])[NH:55][CH2:56]2)=[CH:51][CH:50]=1)([O-:48])=[O:47].CCN(C(C)C)C(C)C. The catalyst class is: 173.